Predict the reaction yield, written as a fraction of the theoretical maximum amount of product (1.0 means a 100% yield; for example, 0.34 means a 34% yield). From a dataset of Reaction yield outcomes from USPTO patents with 853,638 reactions. (1) The reactants are C([O:3][C:4](=O)[C:5]1[CH:10]=[CH:9][CH:8]=[N:7][C:6]=1[O:11][CH2:12][C:13]1[CH:21]=[CH:20][C:16]2[O:17][CH2:18][O:19][C:15]=2[CH:14]=1)C.O.[NH2:24][NH2:25]. The catalyst is CC(O)C. The product is [O:17]1[C:16]2[CH:20]=[CH:21][C:13]([CH2:12][O:11][C:6]3[N:7]=[CH:8][CH:9]=[CH:10][C:5]=3[C:4]([NH:24][NH2:25])=[O:3])=[CH:14][C:15]=2[O:19][CH2:18]1. The yield is 0.550. (2) The reactants are [CH3:1][N:2]([C:4]([CH2:6][N:7]1[C:15]2[C:10](=[CH:11][CH:12]=[C:13]([C:16]([OH:18])=[O:17])[CH:14]=2)[C:9]([CH:19]2[CH2:24][CH2:23][CH2:22][CH2:21][CH2:20]2)=[C:8]1[C:25]1[CH:26]=[C:27]2[C:32](=[CH:33][CH:34]=1)[N:31]=[C:30]([C:35]1[S:39][C:38]([CH3:40])=[N:37][C:36]=1[CH3:41])[CH:29]=[CH:28]2)=[O:5])[CH3:3].COC(C1C=[C:53]2C([C:50](C3CCCCC3)=[C:51]([C:61]3C=C4C(=CC=3)N=C(C3SC(C)=NC=3C)C=C4)[N:52]2[CH2:55]C(=O)N(C)C)=CC=1)=O.CN(C)C1CCNCC1. No catalyst specified. The product is [CH:19]1([C:9]2[C:10]3[C:15](=[CH:14][C:13]([C:16]([OH:18])=[O:17])=[CH:12][CH:11]=3)[N:7]([CH2:6][C:4]([N:2]3[CH2:1][CH2:61][CH:51]([N:52]([CH3:55])[CH3:53])[CH2:50][CH2:3]3)=[O:5])[C:8]=2[C:25]2[CH:26]=[C:27]3[C:32](=[CH:33][CH:34]=2)[N:31]=[C:30]([C:35]2[S:39][C:38]([CH3:40])=[N:37][C:36]=2[CH3:41])[CH:29]=[CH:28]3)[CH2:20][CH2:21][CH2:22][CH2:23][CH2:24]1. The yield is 0.440. (3) The reactants are C([O:3][C:4](=[O:35])[CH2:5][N:6]([S:29]([N:32]([CH3:34])[CH3:33])(=[O:31])=[O:30])[CH2:7][C:8]1[CH:13]=[CH:12][CH:11]=[C:10]([O:14][CH2:15][CH2:16][C:17]2[N:18]=[C:19]([C:23]3[CH:28]=[CH:27][CH:26]=[CH:25][CH:24]=3)[O:20][C:21]=2[CH3:22])[CH:9]=1)C.O.[OH-].[Li+]. No catalyst specified. The product is [CH3:33][N:32]([S:29]([N:6]([CH2:5][C:4]([OH:35])=[O:3])[CH2:7][C:8]1[CH:13]=[CH:12][CH:11]=[C:10]([O:14][CH2:15][CH2:16][C:17]2[N:18]=[C:19]([C:23]3[CH:28]=[CH:27][CH:26]=[CH:25][CH:24]=3)[O:20][C:21]=2[CH3:22])[CH:9]=1)(=[O:30])=[O:31])[CH3:34]. The yield is 0.990. (4) The reactants are [CH3:1][C:2]1[N:3]([CH:14]2[CH2:19][CH2:18][O:17][CH2:16][CH2:15]2)[C:4]([C:7]2[CH:12]=[CH:11][N:10]=[C:9]([NH2:13])[N:8]=2)=[CH:5][N:6]=1.Br[C:21]1[CH:26]=[CH:25][C:24]([S:27]([N:30]2[CH2:34][CH2:33][CH2:32][CH2:31]2)(=[O:29])=[O:28])=[CH:23][CH:22]=1.C([O-])([O-])=O.[Cs+].[Cs+].CC(C1C=C(C(C)C)C(C2C=CC=CC=2P(C2CCCCC2)C2CCCCC2)=C(C(C)C)C=1)C. The catalyst is C1C=CC(/C=C/C(/C=C/C2C=CC=CC=2)=O)=CC=1.C1C=CC(/C=C/C(/C=C/C2C=CC=CC=2)=O)=CC=1.C1C=CC(/C=C/C(/C=C/C2C=CC=CC=2)=O)=CC=1.[Pd].[Pd]. The product is [CH3:1][C:2]1[N:3]([CH:14]2[CH2:19][CH2:18][O:17][CH2:16][CH2:15]2)[C:4]([C:7]2[CH:12]=[CH:11][N:10]=[C:9]([NH:13][C:21]3[CH:26]=[CH:25][C:24]([S:27]([N:30]4[CH2:31][CH2:32][CH2:33][CH2:34]4)(=[O:29])=[O:28])=[CH:23][CH:22]=3)[N:8]=2)=[CH:5][N:6]=1. The yield is 0.510. (5) The catalyst is O1CCOCC1.O.CCOC(C)=O.C1C=CC([P]([Pd]([P](C2C=CC=CC=2)(C2C=CC=CC=2)C2C=CC=CC=2)([P](C2C=CC=CC=2)(C2C=CC=CC=2)C2C=CC=CC=2)[P](C2C=CC=CC=2)(C2C=CC=CC=2)C2C=CC=CC=2)(C2C=CC=CC=2)C2C=CC=CC=2)=CC=1. The yield is 0.670. The product is [Cl:1][C:2]1[N:7]=[C:6]([C:21]2[CH:20]=[N:19][N:18]([CH:14]([CH:9]3[CH2:13][CH2:12][CH2:11][CH2:10]3)[CH2:15][C:16]#[N:17])[CH:22]=2)[CH:5]=[CH:4][N:3]=1. The reactants are [Cl:1][C:2]1[N:7]=[C:6](Cl)[CH:5]=[CH:4][N:3]=1.[CH:9]1([CH:14]([N:18]2[CH:22]=[C:21](B3OC(C)(C)C(C)(C)O3)[CH:20]=[N:19]2)[CH2:15][C:16]#[N:17])[CH2:13][CH2:12][CH2:11][CH2:10]1.P([O-])([O-])([O-])=O.[K+].[K+].[K+]. (6) The reactants are [OH-:1].[K+].[F:3][C:4]([F:38])([F:37])[C:5]1[CH:36]=[CH:35][C:8]([O:9][C@@H:10]2[CH2:14][CH2:13][N:12]([C:15]([CH3:34])([CH3:33])[CH2:16][CH2:17][C:18]([C:27]3[CH:32]=[CH:31][CH:30]=[CH:29][CH:28]=3)([C:21]3[CH:26]=[CH:25][CH:24]=[CH:23][CH:22]=3)[C:19]#[N:20])[CH2:11]2)=[CH:7][CH:6]=1. The catalyst is CC(O)(CC)CC. The product is [F:38][C:4]([F:37])([F:3])[C:5]1[CH:6]=[CH:7][C:8]([O:9][C@@H:10]2[CH2:14][CH2:13][N:12]([C:15]([CH3:34])([CH3:33])[CH2:16][CH2:17][C:18]([C:21]3[CH:26]=[CH:25][CH:24]=[CH:23][CH:22]=3)([C:27]3[CH:28]=[CH:29][CH:30]=[CH:31][CH:32]=3)[C:19]([NH2:20])=[O:1])[CH2:11]2)=[CH:35][CH:36]=1. The yield is 0.680. (7) The reactants are [C:1]([O:4][C:5]1[CH:6]=[C:7]([CH:11]=[CH:12][CH:13]=1)[C:8](O)=[O:9])(=[O:3])[CH3:2].C(Cl)(=O)C([Cl:17])=O.CN(C=O)C. The catalyst is C(OCC)C. The product is [C:1]([O:4][C:5]1[CH:6]=[C:7]([CH:11]=[CH:12][CH:13]=1)[C:8]([Cl:17])=[O:9])(=[O:3])[CH3:2]. The yield is 1.00. (8) The reactants are [C:1]([O:5][C:6]([N:8]([CH3:29])[CH2:9][CH2:10][N:11]1[CH2:16][CH2:15][CH:14]([N:17]2[C:21]([C:22](O)=[O:23])=[CH:20][C:19]([C:25]([F:28])([F:27])[F:26])=[N:18]2)[CH2:13][CH2:12]1)=[O:7])([CH3:4])([CH3:3])[CH3:2].C(Cl)CCl.C1C=CC2N(O)N=NC=2C=1.Cl.Cl.[CH3:46][O:47][C:48]1[CH:53]=[CH:52][C:51]([NH2:54])=[C:50]([NH2:55])[CH:49]=1. The catalyst is CN(C=O)C. The product is [NH2:54][C:51]1[CH:52]=[CH:53][C:48]([O:47][CH3:46])=[CH:49][C:50]=1[NH:55][C:22]([C:21]1[N:17]([CH:14]2[CH2:15][CH2:16][N:11]([CH2:10][CH2:9][N:8]([CH3:29])[C:6](=[O:7])[O:5][C:1]([CH3:4])([CH3:3])[CH3:2])[CH2:12][CH2:13]2)[N:18]=[C:19]([C:25]([F:27])([F:28])[F:26])[CH:20]=1)=[O:23]. The yield is 0.840.